Task: Predict which catalyst facilitates the given reaction.. Dataset: Catalyst prediction with 721,799 reactions and 888 catalyst types from USPTO (1) Reactant: [Cl:1][C:2]1[N:7]=[C:6]([Cl:8])[CH:5]=[C:4](Cl)[N:3]=1.[NH:10]([CH3:12])[CH3:11].CCN(C(C)C)C(C)C. Product: [Cl:1][C:2]1[N:3]=[C:4]([N:10]([CH3:12])[CH3:11])[CH:5]=[C:6]([Cl:8])[N:7]=1. The catalyst class is: 1. (2) Reactant: [F:1][C:2]1C=C[C:5](O)=[C:4](C)[CH:3]=1.[NH2:10][C:11]1([CH2:16][OH:17])[CH2:15][CH2:14][CH2:13][CH2:12]1.C(N([CH:24]([CH3:26])[CH3:25])CC)(C)C. Product: [F:1][C:2]1[CH:3]=[CH:4][C:5]([NH:10][C:11]2([CH2:16][OH:17])[CH2:15][CH2:14][CH2:13][CH2:12]2)=[CH:26][C:24]=1[CH3:25]. The catalyst class is: 549. (3) Reactant: [C:12]([O:11][C:9](O[C:9]([O:11][C:12]([CH3:15])([CH3:14])[CH3:13])=[O:10])=[O:10])([CH3:15])([CH3:14])[CH3:13].[NH2:16][CH:17]([C:19]1[C:20]([O:41][CH3:42])=[C:21]([CH:27]2[CH2:30][N:29]([C:31]([O:33][CH2:34][C:35]3[CH:40]=[CH:39][CH:38]=[CH:37][CH:36]=3)=[O:32])[CH2:28]2)[C:22]([CH3:26])=[C:23]([Cl:25])[CH:24]=1)[CH3:18].CCN(C(C)C)C(C)C. Product: [C:12]([O:11][C:9]([NH:16][CH:17]([C:19]1[C:20]([O:41][CH3:42])=[C:21]([CH:27]2[CH2:30][N:29]([C:31]([O:33][CH2:34][C:35]3[CH:40]=[CH:39][CH:38]=[CH:37][CH:36]=3)=[O:32])[CH2:28]2)[C:22]([CH3:26])=[C:23]([Cl:25])[CH:24]=1)[CH3:18])=[O:10])([CH3:13])([CH3:14])[CH3:15]. The catalyst class is: 1. (4) Reactant: C[O:2][C:3]([C:5]1[N:6]=[N:7][C:8]([N:11]2[CH2:16][CH2:15][N:14]([C:17](=[O:28])[C:18]3[CH:23]=[CH:22][CH:21]=[CH:20][C:19]=3[C:24]([F:27])([F:26])[F:25])[CH2:13][CH2:12]2)=[CH:9][CH:10]=1)=[O:4].O[Li].O. Product: [F:27][C:24]([F:25])([F:26])[C:19]1[CH:20]=[CH:21][CH:22]=[CH:23][C:18]=1[C:17]([N:14]1[CH2:15][CH2:16][N:11]([C:8]2[N:7]=[N:6][C:5]([C:3]([OH:4])=[O:2])=[CH:10][CH:9]=2)[CH2:12][CH2:13]1)=[O:28]. The catalyst class is: 30. (5) Reactant: [I:1][C:2]1[C:10]2[C:5](=[N:6][CH:7]=[N:8][C:9]=2[NH2:11])[NH:4][N:3]=1.CS(O[C@@H:17]1[CH2:21][CH2:20][N:19]([C:22]([O:24][C:25]([CH3:28])([CH3:27])[CH3:26])=[O:23])[CH2:18]1)(=O)=O.C(=O)([O-])[O-].[K+].[K+].C(OCC)(=O)C. Product: [NH2:11][C:9]1[N:8]=[CH:7][N:6]=[C:5]2[N:4]([C@H:21]3[CH2:17][CH2:18][N:19]([C:22]([O:24][C:25]([CH3:28])([CH3:27])[CH3:26])=[O:23])[CH2:20]3)[N:3]=[C:2]([I:1])[C:10]=12. The catalyst class is: 18. (6) Reactant: [C:1]([O:5][C:6]([NH:8][CH2:9][CH2:10][CH2:11][C:12]([OH:14])=O)=[O:7])([CH3:4])([CH3:3])[CH3:2].C1C=CC2N(O)N=NC=2C=1.CCN=C=NCCCN(C)C.Cl.[NH2:37][C:38]1[CH:39]=[C:40]([CH:43]=[CH:44][C:45]=1[NH2:46])[C:41]#[N:42]. Product: [C:1]([O:5][C:6](=[O:7])[NH:8][CH2:9][CH2:10][CH2:11][C:12](=[O:14])[NH:37][C:38]1[CH:39]=[C:40]([C:41]#[N:42])[CH:43]=[CH:44][C:45]=1[NH2:46])([CH3:2])([CH3:3])[CH3:4]. The catalyst class is: 3. (7) Reactant: C([O:3][C:4]([C:6]1[C:7]([CH3:26])=[N:8][N:9]2[C:14]([O:15][CH2:16][C:17]3[CH:22]=[CH:21][CH:20]=[C:19]([F:23])[C:18]=3[F:24])=[CH:13][C:12]([CH3:25])=[CH:11][C:10]=12)=[O:5])C.[OH-].[Na+].CS(C)=O. Product: [F:24][C:18]1[C:19]([F:23])=[CH:20][CH:21]=[CH:22][C:17]=1[CH2:16][O:15][C:14]1[N:9]2[N:8]=[C:7]([CH3:26])[C:6]([C:4]([OH:5])=[O:3])=[C:10]2[CH:11]=[C:12]([CH3:25])[CH:13]=1. The catalyst class is: 12.